Dataset: Forward reaction prediction with 1.9M reactions from USPTO patents (1976-2016). Task: Predict the product of the given reaction. (1) The product is: [N+:1]([C:4]1[CH:13]=[CH:12][C:7]([C:8]([O:10][CH3:11])=[O:9])=[C:6]([C:16]2[CH:17]=[CH:18][CH:19]=[CH:20][C:15]=2[CH3:24])[CH:5]=1)([O-:3])=[O:2]. Given the reactants [N+:1]([C:4]1[CH:13]=[CH:12][C:7]([C:8]([O:10][CH3:11])=[O:9])=[C:6](Br)[CH:5]=1)([O-:3])=[O:2].[C:15]1([CH3:24])[CH:20]=[CH:19][CH:18]=[CH:17][C:16]=1B(O)O.C([O-])([O-])=O.[K+].[K+], predict the reaction product. (2) Given the reactants [CH:1]([C:3]1[CH:4]=[C:5]2[C:9](=[CH:10][CH:11]=1)[NH:8][C:7]([C:12]([NH2:14])=[O:13])=[C:6]2[S:15][C:16]1[CH:21]=[CH:20][CH:19]=[CH:18][CH:17]=1)=O.[F:22][C:23]1[CH:29]=[CH:28][CH:27]=[CH:26][C:24]=1[NH2:25], predict the reaction product. The product is: [F:22][C:23]1[CH:29]=[CH:28][CH:27]=[CH:26][C:24]=1[NH:25][CH2:1][C:3]1[CH:4]=[C:5]2[C:9](=[CH:10][CH:11]=1)[NH:8][C:7]([C:12]([NH2:14])=[O:13])=[C:6]2[S:15][C:16]1[CH:21]=[CH:20][CH:19]=[CH:18][CH:17]=1. (3) The product is: [CH3:1][O:2][C:3]1[CH:4]=[C:5]([N:12]2[CH2:17][CH2:16][CH2:15][C@:14]([CH3:21])([C:18]([NH2:28])=[O:19])[CH2:13]2)[CH:6]=[CH:7][C:8]=1[N+:9]([O-:11])=[O:10]. Given the reactants [CH3:1][O:2][C:3]1[CH:4]=[C:5]([N:12]2[CH2:17][CH2:16][CH2:15][C@:14]([CH3:21])([C:18](O)=[O:19])[CH2:13]2)[CH:6]=[CH:7][C:8]=1[N+:9]([O-:11])=[O:10].C(Cl)(=O)C(Cl)=O.[NH3:28].O1CCOCC1, predict the reaction product. (4) Given the reactants Cl[C:2]1[C:7]([N+:8]([O-:10])=[O:9])=[CH:6][CH:5]=[CH:4][N:3]=1.Cl.[CH3:12][O:13][CH2:14][CH2:15][CH2:16][CH2:17][NH2:18].C(N(C(C)C)CC)(C)C, predict the reaction product. The product is: [CH3:12][O:13][CH2:14][CH2:15][CH2:16][CH2:17][NH:18][C:2]1[C:7]([N+:8]([O-:10])=[O:9])=[CH:6][CH:5]=[CH:4][N:3]=1. (5) Given the reactants [CH3:1][C:2]1[CH:10]=[C:9]2[C:5]([CH2:6][CH2:7][C:8]2=[O:11])=[CH:4][CH:3]=1.[BH4-].[Na+], predict the reaction product. The product is: [CH3:1][C:2]1[CH:10]=[C:9]2[C:5]([CH2:6][CH2:7][CH:8]2[OH:11])=[CH:4][CH:3]=1. (6) Given the reactants [NH:1]1[C:9]2[CH:8]=[CH:7][CH:6]=[C:5]3[CH2:10][CH2:11][N:12]([C:14]([O:16][C:17]([CH3:20])([CH3:19])[CH3:18])=[O:15])[CH2:13][C@H:3]([C:4]=23)[CH2:2]1.[C:21](Cl)(=[O:23])[CH3:22].CC(N(C)C)=O, predict the reaction product. The product is: [C:21]([N:1]1[C:9]2[CH:8]=[CH:7][CH:6]=[C:5]3[CH2:10][CH2:11][N:12]([C:14]([O:16][C:17]([CH3:20])([CH3:19])[CH3:18])=[O:15])[CH2:13][C@H:3]([C:4]=23)[CH2:2]1)(=[O:23])[CH3:22].